Dataset: Forward reaction prediction with 1.9M reactions from USPTO patents (1976-2016). Task: Predict the product of the given reaction. (1) Given the reactants [OH:1][CH:2]([C:4]1[CH:13]=[C:12]2[C:7]([CH:8]=[C:9]([NH:14]C(=O)OCC3C=CC=CC=3)[CH:10]=[N:11]2)=[N:6][CH:5]=1)[CH3:3], predict the reaction product. The product is: [NH2:14][C:9]1[CH:8]=[C:7]2[C:12]([CH:13]=[C:4]([CH:2]([OH:1])[CH3:3])[CH:5]=[N:6]2)=[N:11][CH:10]=1. (2) Given the reactants [CH3:1][C:2]1([CH3:14])[C:7]2[S:8][C:9](=[O:11])[S:10][C:6]=2[C:5](=O)[C:4](=O)[O:3]1.[C:15]1([NH2:22])[CH:20]=[CH:19][CH:18]=[CH:17][C:16]=1[NH2:21].O.[O-2].[O-2].[O-2].O=[Si]=O.O=[Si]=O.O=[Si]=O.O=[Si]=O.[Al+3].[Al+3], predict the reaction product. The product is: [CH3:1][C:2]1([CH3:14])[O:3][C:4]2[C:5](=[N:21][C:16]3[C:15]([N:22]=2)=[CH:20][CH:19]=[CH:18][CH:17]=3)[C:6]2[S:10][C:9](=[O:11])[S:8][C:7]1=2. (3) Given the reactants [Cl:1][C:2]1[C:3]([F:31])=[C:4]([CH:8]2[C:12]([C:15]3[CH:20]=[CH:19][C:18]([Cl:21])=[CH:17][C:16]=3[F:22])([C:13]#[N:14])[CH:11]([CH2:23][C:24]([CH3:27])([CH3:26])[CH3:25])[NH:10][CH:9]2[C:28]([OH:30])=O)[CH:5]=[CH:6][CH:7]=1.CN(C(ON1N=NC2C=CC=NC1=2)=[N+](C)C)C.F[P-](F)(F)(F)(F)F.CCN(C(C)C)C(C)C.[C:65]([O:69][C:70](=[O:78])[C:71]1[CH:76]=[CH:75][CH:74]=[CH:73][C:72]=1[NH2:77])([CH3:68])([CH3:67])[CH3:66], predict the reaction product. The product is: [C:65]([O:69][C:70](=[O:78])[C:71]1[CH:76]=[CH:75][CH:74]=[CH:73][C:72]=1[NH:77][C:28]([C@H:9]1[C@H:8]([C:4]2[CH:5]=[CH:6][CH:7]=[C:2]([Cl:1])[C:3]=2[F:31])[C@:12]([C:15]2[CH:20]=[CH:19][C:18]([Cl:21])=[CH:17][C:16]=2[F:22])([C:13]#[N:14])[C@H:11]([CH2:23][C:24]([CH3:27])([CH3:25])[CH3:26])[NH:10]1)=[O:30])([CH3:68])([CH3:66])[CH3:67]. (4) Given the reactants [OH-].[Na+].[N+:3]([N:6]=[C:7]1[NH:11][CH2:10][CH2:9][N:8]1[CH2:12][C:13]1[CH:14]=[CH:15][C:16]([S:19][CH2:20][CH2:21][C:22]([O:24]CC)=[O:23])=[N:17][CH:18]=1)([O-:5])=[O:4], predict the reaction product. The product is: [N+:3]([N:6]=[C:7]1[NH:11][CH2:10][CH2:9][N:8]1[CH2:12][C:13]1[CH:14]=[CH:15][C:16]([S:19][CH2:20][CH2:21][C:22]([OH:24])=[O:23])=[N:17][CH:18]=1)([O-:5])=[O:4]. (5) Given the reactants CC(C[AlH]CC(C)C)C.[C:10]([C:12]1[CH:17]=[CH:16][C:15]([S:18]([N:21]([CH3:23])[CH3:22])(=[O:20])=[O:19])=[CH:14][CH:13]=1)#N.C[OH:25].Cl, predict the reaction product. The product is: [CH:10]([C:12]1[CH:17]=[CH:16][C:15]([S:18]([N:21]([CH3:23])[CH3:22])(=[O:20])=[O:19])=[CH:14][CH:13]=1)=[O:25]. (6) Given the reactants Br[C:2]1[CH:7]=[N:6][C:5]([Cl:8])=[C:4]2[N:9]([Si](C(C)(C)C)(C)C)[CH:10]=[CH:11][C:3]=12.C([Li])(C)(C)C.[C:24](=[O:26])=[O:25], predict the reaction product. The product is: [Cl:8][C:5]1[C:4]2[NH:9][CH:10]=[CH:11][C:3]=2[C:2]([C:24]([OH:26])=[O:25])=[CH:7][N:6]=1. (7) Given the reactants CN(C)/[CH:3]=[CH:4]/[C:5]([C:7]1[N:8]([CH:13]([CH3:15])[CH3:14])[C:9]([CH3:12])=[N:10][CH:11]=1)=O.[NH:17]([CH:21]1[CH2:26][CH2:25][N:24]([C:27]([O:29][CH2:30][C:31]2[CH:36]=[CH:35][CH:34]=[CH:33][CH:32]=2)=[O:28])[CH2:23][CH2:22]1)[C:18]([NH2:20])=[NH:19], predict the reaction product. The product is: [CH3:12][C:9]1[N:8]([CH:13]([CH3:15])[CH3:14])[C:7]([C:5]2[CH:4]=[CH:3][N:20]=[C:18]([NH:17][CH:21]3[CH2:26][CH2:25][N:24]([C:27]([O:29][CH2:30][C:31]4[CH:36]=[CH:35][CH:34]=[CH:33][CH:32]=4)=[O:28])[CH2:23][CH2:22]3)[N:19]=2)=[CH:11][N:10]=1.